Dataset: Forward reaction prediction with 1.9M reactions from USPTO patents (1976-2016). Task: Predict the product of the given reaction. (1) The product is: [CH2:1]([O:4][C:5]1[CH:12]=[CH:11][C:10]([Cl:13])=[CH:9][C:6]=1[CH:7]=[N:20][S:18]([C:15]([CH3:17])([CH3:16])[CH3:14])=[O:19])[CH:2]=[CH2:3]. Given the reactants [CH2:1]([O:4][C:5]1[CH:12]=[CH:11][C:10]([Cl:13])=[CH:9][C:6]=1[CH:7]=O)[CH:2]=[CH2:3].[CH3:14][C:15]([S:18]([NH2:20])=[O:19])([CH3:17])[CH3:16], predict the reaction product. (2) The product is: [CH3:23][N:22]1[C:18]([C:16]([NH:15][C:11]2[CH:10]=[C:9]([CH:14]=[CH:13][CH:12]=2)[O:8][C:5]2[CH:4]=[CH:3][C:2]([NH:1][C:26]([NH:25][C:28](=[O:29])[O:30][CH2:31][CH3:32])=[S:27])=[N:7][CH:6]=2)=[O:17])=[CH:19][C:20]([CH3:24])=[N:21]1. Given the reactants [NH2:1][C:2]1[N:7]=[CH:6][C:5]([O:8][C:9]2[CH:10]=[C:11]([NH:15][C:16]([C:18]3[N:22]([CH3:23])[N:21]=[C:20]([CH3:24])[CH:19]=3)=[O:17])[CH:12]=[CH:13][CH:14]=2)=[CH:4][CH:3]=1.[N:25]([C:28]([O:30][CH2:31][CH3:32])=[O:29])=[C:26]=[S:27], predict the reaction product. (3) The product is: [Cl:22][C:23]1[C:28]([CH:19]2[CH2:20][N:17]([C:10]([O:12][C:13]([CH3:16])([CH3:15])[CH3:14])=[O:11])[CH2:18]2)=[N:27][CH:26]=[CH:25][N:24]=1. Given the reactants BrCCBr.C[Si](Cl)(C)C.[C:10]([N:17]1[CH2:20][CH:19](I)[CH2:18]1)([O:12][C:13]([CH3:16])([CH3:15])[CH3:14])=[O:11].[Cl:22][C:23]1[C:28](Cl)=[N:27][CH:26]=[CH:25][N:24]=1, predict the reaction product. (4) Given the reactants [C:1]([C:3]1[N:7]=[CH:6][N:5]([CH2:8][C:9]([O:11][CH2:12]C)=[O:10])[N:4]=1)#[N:2].C[O-].[Na+].[Cl-:17].[NH4+:18], predict the reaction product. The product is: [ClH:17].[C:1]([C:3]1[N:7]=[CH:6][N:5]([CH2:8][C:9]([O:11][CH3:12])=[O:10])[N:4]=1)(=[NH:2])[NH2:18]. (5) Given the reactants [F:1][C:2]1[C:3]([CH2:14][CH:15](O)[CH2:16][N:17]2[CH2:22][CH2:21][CH:20]([NH:23][C:24](=[O:30])[O:25][C:26]([CH3:29])([CH3:28])[CH3:27])[CH2:19][CH2:18]2)=[C:4]2[C:9](=[CH:10][CH:11]=1)[N:8]=[CH:7][C:6]([O:12]C)=[N:5]2.CS(OS(C)(=O)=O)(=O)=O.C(N(C(C)C)CC)(C)C.O, predict the reaction product. The product is: [F:1][C:2]1[CH:11]=[CH:10][C:9]2[N:8]=[CH:7][C:6](=[O:12])[N:5]3[CH:15]([CH2:16][N:17]4[CH2:22][CH2:21][CH:20]([NH:23][C:24](=[O:30])[O:25][C:26]([CH3:29])([CH3:28])[CH3:27])[CH2:19][CH2:18]4)[CH2:14][C:3]=1[C:4]=23. (6) Given the reactants C([NH:4][C:5]1[N:6]=[C:7]2[C:12](=[CH:13][CH:14]=1)[N:11]=[CH:10][C:9]([C:15]#[N:16])=[C:8]2Cl)(=O)C.[Br:18][C:19]1[CH:20]=[C:21]([CH:23]=[CH:24][CH:25]=1)[NH2:22].Cl.N1C=CC=CC=1, predict the reaction product. The product is: [NH2:4][C:5]1[N:6]=[C:7]2[C:12](=[CH:13][CH:14]=1)[N:11]=[CH:10][C:9]([C:15]#[N:16])=[C:8]2[NH:22][C:21]1[CH:23]=[CH:24][CH:25]=[C:19]([Br:18])[CH:20]=1.